From a dataset of Forward reaction prediction with 1.9M reactions from USPTO patents (1976-2016). Predict the product of the given reaction. (1) Given the reactants [C:1]([C:5]1[CH:10]=[CH:9][C:8]([CH2:11][CH:12]([NH:18][CH2:19][CH2:20][CH2:21]O)[C@@H:13]2[CH2:17][CH2:16][CH2:15][NH:14]2)=[CH:7][CH:6]=1)([CH3:4])([CH3:3])[CH3:2].C1C=CC(P(C2C=CC=CC=2)C2C=CC=CC=2)=CC=1.C1C(=O)N(Br)C(=O)C1.C(N(CC)CC)C, predict the reaction product. The product is: [C:1]([C:5]1[CH:10]=[CH:9][C:8]([CH2:11][CH:12]2[NH:18][CH2:19][CH2:20][CH2:21][N:14]3[CH2:15][CH2:16][CH2:17][C@@H:13]23)=[CH:7][CH:6]=1)([CH3:4])([CH3:3])[CH3:2]. (2) Given the reactants [OH:1][C:2]1[C:11]2[C:6](=[CH:7][C:8]([C:12]([NH:14][NH2:15])=[O:13])=[CH:9][CH:10]=2)[N:5]=[CH:4][N:3]=1.[C:16](OCC)(OCC)(OCC)[CH3:17], predict the reaction product. The product is: [CH3:16][C:17]1[O:13][C:12]([C:8]2[CH:7]=[C:6]3[C:11]([C:2](=[O:1])[NH:3][CH:4]=[N:5]3)=[CH:10][CH:9]=2)=[N:14][N:15]=1. (3) Given the reactants C(OC(=O)[NH:7][C@H:8]1[CH2:13][CH2:12][CH2:11][C@@H:10]([CH2:14][OH:15])[CH2:9]1)(C)(C)C.[ClH:17], predict the reaction product. The product is: [ClH:17].[NH2:7][C@@H:8]1[CH2:13][CH2:12][CH2:11][C@H:10]([CH2:14][OH:15])[CH2:9]1.